From a dataset of Reaction yield outcomes from USPTO patents with 853,638 reactions. Predict the reaction yield, written as a fraction of the theoretical maximum amount of product (1.0 means a 100% yield; for example, 0.34 means a 34% yield). (1) The reactants are C(NC(C)C)(C)C.[Li]CCCC.[Cl:13][C:14]1[CH:19]=[N:18][CH:17]=[C:16]([Cl:20])[N:15]=1.[C:21](=[O:23])=[O:22]. The catalyst is C1COCC1.O. The product is [Cl:13][C:14]1[C:19]([C:21]([OH:23])=[O:22])=[N:18][CH:17]=[C:16]([Cl:20])[N:15]=1. The yield is 0.406. (2) The reactants are [CH3:1][C:2]1[NH:3][C:4](=[O:26])[C:5]([CH2:11][C:12]2[CH:17]=[CH:16][C:15]([C:18]3[C:19]([C:24]#[N:25])=[CH:20][CH:21]=[CH:22][CH:23]=3)=[CH:14][CH:13]=2)=[C:6]([CH2:8][CH2:9][CH3:10])[N:7]=1.[CH3:27][C:28]1([CH3:40])[CH2:32][C:31]2[CH:33]=[C:34](B(O)O)[CH:35]=[CH:36][C:30]=2[O:29]1.C(N(CC)CC)C.N1C=CC=CC=1. The catalyst is C(Cl)Cl.C(OCC)(=O)C.C([O-])(=O)C.[Cu+2].C([O-])(=O)C. The product is [CH3:27][C:28]1([CH3:40])[CH2:32][C:31]2[CH:33]=[C:34]([N:3]3[C:4](=[O:26])[C:5]([CH2:11][C:12]4[CH:17]=[CH:16][C:15]([C:18]5[C:19]([C:24]#[N:25])=[CH:20][CH:21]=[CH:22][CH:23]=5)=[CH:14][CH:13]=4)=[C:6]([CH2:8][CH2:9][CH3:10])[N:7]=[C:2]3[CH3:1])[CH:35]=[CH:36][C:30]=2[O:29]1. The yield is 0.750.